This data is from Peptide-MHC class II binding affinity with 134,281 pairs from IEDB. The task is: Regression. Given a peptide amino acid sequence and an MHC pseudo amino acid sequence, predict their binding affinity value. This is MHC class II binding data. (1) The peptide sequence is DPMVQIPRLVANNTR. The MHC is HLA-DQA10101-DQB10501 with pseudo-sequence HLA-DQA10101-DQB10501. The binding affinity (normalized) is 0. (2) The peptide sequence is TLWQRPIVTIKIGGQLREAL. The MHC is DRB4_0101 with pseudo-sequence DRB4_0103. The binding affinity (normalized) is 0.376.